Dataset: Full USPTO retrosynthesis dataset with 1.9M reactions from patents (1976-2016). Task: Predict the reactants needed to synthesize the given product. (1) Given the product [Cl:16][CH2:11][C:10]([C:6]1[CH:7]=[CH:8][CH:9]=[C:4]([N+:1]([O-:3])=[O:2])[CH:5]=1)=[O:12], predict the reactants needed to synthesize it. The reactants are: [N+:1]([C:4]1[CH:5]=[C:6]([C:10](=[O:12])[CH3:11])[CH:7]=[CH:8][CH:9]=1)([O-:3])=[O:2].S(Cl)([Cl:16])(=O)=O.O.C(OCC)(=O)C. (2) Given the product [Br:12][C:8]1[N:7]=[C:6]([C:5]2([C:4]([OH:3])=[O:13])[CH2:16][CH2:15]2)[CH:11]=[CH:10][CH:9]=1, predict the reactants needed to synthesize it. The reactants are: C([O:3][C:4](=[O:13])[CH2:5][C:6]1[CH:11]=[CH:10][CH:9]=[C:8]([Br:12])[N:7]=1)C.Br[CH2:15][CH2:16]Br. (3) Given the product [NH2:22][CH2:21][CH2:20][NH:23][CH2:19][C@H:17]([OH:18])[CH2:16][N:6]1[C:7]2[CH:8]=[CH:9][C:10]([F:15])=[CH:11][C:12]=2[C:13]2[C:5]1=[CH:4][CH:3]=[C:2]([F:1])[CH:14]=2, predict the reactants needed to synthesize it. The reactants are: [F:1][C:2]1[CH:3]=[CH:4][C:5]2[N:6]([CH2:16][C@@H:17]3[CH2:19][O:18]3)[C:7]3[C:12]([C:13]=2[CH:14]=1)=[CH:11][C:10]([F:15])=[CH:9][CH:8]=3.[CH2:20]([NH2:23])[CH2:21][NH2:22]. (4) The reactants are: [NH2:1][C:2]1[CH:12]=[CH:11][C:5]2[CH2:6][CH2:7][NH:8][CH2:9][CH2:10][C:4]=2[CH:3]=1.[C:13]1([CH3:25])[CH:18]=[CH:17][C:16]([S:19]([N:22]=[C:23]=[O:24])(=[O:21])=[O:20])=[CH:15][CH:14]=1. Given the product [CH3:25][C:13]1[CH:14]=[CH:15][C:16]([S:19]([NH:22][C:23]([N:8]2[CH2:7][CH2:6][C:5]3[CH:11]=[CH:12][C:2]([NH:1][C:23]([NH:22][S:19]([C:16]4[CH:17]=[CH:18][C:13]([CH3:25])=[CH:14][CH:15]=4)(=[O:21])=[O:20])=[O:24])=[CH:3][C:4]=3[CH2:10][CH2:9]2)=[O:24])(=[O:20])=[O:21])=[CH:17][CH:18]=1, predict the reactants needed to synthesize it. (5) Given the product [Cl:25][C:26]1[N:31]=[CH:30][C:29]([NH:32][C:12]([C:10]2[N:9]([CH2:15][C:16]3[CH:21]=[CH:20][CH:19]=[C:18]([F:22])[CH:17]=3)[C:6]3=[N:7][CH:8]=[C:3]([C:2]([F:24])([F:1])[F:23])[CH:4]=[C:5]3[CH:11]=2)=[O:13])=[CH:28][N:27]=1, predict the reactants needed to synthesize it. The reactants are: [F:1][C:2]([F:24])([F:23])[C:3]1[CH:4]=[C:5]2[CH:11]=[C:10]([C:12](O)=[O:13])[N:9]([CH2:15][C:16]3[CH:21]=[CH:20][CH:19]=[C:18]([F:22])[CH:17]=3)[C:6]2=[N:7][CH:8]=1.[Cl:25][C:26]1[N:31]=[CH:30][C:29]([NH2:32])=[CH:28][N:27]=1. (6) Given the product [Cl:1][C:2]1[C:3]([N:9]2[C:13]([C:14]([O:16][CH2:17][CH3:18])=[O:15])=[CH:12][C:11]([O:19][CH2:32][C:31]#[CH:30])=[N:10]2)=[N:4][CH:5]=[C:6]([Cl:8])[CH:7]=1, predict the reactants needed to synthesize it. The reactants are: [Cl:1][C:2]1[C:3]([N:9]2[C:13]([C:14]([O:16][CH2:17][CH3:18])=[O:15])=[CH:12][C:11]([OH:19])=[N:10]2)=[N:4][CH:5]=[C:6]([Cl:8])[CH:7]=1.C(#N)C.C(=O)([O-])[O-].[K+].[K+].Br[CH2:30][C:31]#[CH:32]. (7) The reactants are: [CH2:1]([O:3][C:4]([C:6]1[C:7](=O)[C:8]2[C:13]([C:14]=1[C:15]1[CH:20]=[CH:19][CH:18]=[CH:17][CH:16]=1)=[CH:12][CH:11]=[C:10]([O:21][CH3:22])[CH:9]=2)=[O:5])[CH3:2].Cl.[NH2:25][OH:26].N1C=CC=CC=1. Given the product [CH2:1]([O:3][C:4]([C:6]1[C:7](=[N:25][OH:26])[C:8]2[C:13]([C:14]=1[C:15]1[CH:20]=[CH:19][CH:18]=[CH:17][CH:16]=1)=[CH:12][CH:11]=[C:10]([O:21][CH3:22])[CH:9]=2)=[O:5])[CH3:2], predict the reactants needed to synthesize it. (8) Given the product [CH2:1]([O:8][C:9]1[CH:10]=[CH:13][C:14]([CH:17]=[C:24]([O:23][CH3:22])[C:25]([O-:27])=[O:26])=[CH:15][CH:16]=1)[C:2]1[CH:3]=[CH:4][CH:5]=[CH:6][CH:7]=1.[Na+:19], predict the reactants needed to synthesize it. The reactants are: [CH2:1]([O:8][C:9]1[CH:16]=[CH:15][CH:14]=[CH:13][C:10]=1C=O)[C:2]1[CH:7]=[CH:6][CH:5]=[CH:4][CH:3]=1.[CH3:17][O-].[Na+:19].CO.[CH3:22][O:23][CH2:24][C:25]([O:27]C)=[O:26]. (9) Given the product [F:12][C:9]1[CH:10]=[C:11]2[C:6](=[CH:7][CH:8]=1)[N:5]=[CH:4][CH:3]=[C:2]2[N:13]1[CH2:18][CH2:17][CH:16]([CH2:19][NH:20][C:21](=[O:27])[O:22][C:23]([CH3:25])([CH3:24])[CH3:26])[CH2:15][CH2:14]1, predict the reactants needed to synthesize it. The reactants are: Cl[C:2]1[C:11]2[C:6](=[CH:7][CH:8]=[C:9]([F:12])[CH:10]=2)[N:5]=[CH:4][CH:3]=1.[NH:13]1[CH2:18][CH2:17][CH:16]([CH2:19][NH:20][C:21](=[O:27])[O:22][C:23]([CH3:26])([CH3:25])[CH3:24])[CH2:15][CH2:14]1.CCN(C(C)C)C(C)C. (10) Given the product [CH:7]1([N:5]2[CH:6]=[C:2]([C:40]3[CH:41]=[CH:42][C:43]4[N:44]([CH:46]=[C:47]([NH:49][C:50](=[O:52])[CH3:51])[N:48]=4)[N:45]=3)[C:3]([C:10]3[CH:15]=[CH:14][C:13]([F:16])=[CH:12][CH:11]=3)=[N:4]2)[CH2:9][CH2:8]1, predict the reactants needed to synthesize it. The reactants are: Br[C:2]1[C:3]([C:10]2[CH:15]=[CH:14][C:13]([F:16])=[CH:12][CH:11]=2)=[N:4][N:5]([CH:7]2[CH2:9][CH2:8]2)[CH:6]=1.C1(N2C=CC(C3C=CC(F)=CC=3)=N2)CC1.CC1(C)C(C)(C)OB([C:40]2[CH:41]=[CH:42][C:43]3[N:44]([CH:46]=[C:47]([NH:49][C:50](=[O:52])[CH3:51])[N:48]=3)[N:45]=2)O1.[O-]P([O-])([O-])=O.[K+].[K+].[K+].